From a dataset of Full USPTO retrosynthesis dataset with 1.9M reactions from patents (1976-2016). Predict the reactants needed to synthesize the given product. (1) Given the product [F:1][C:2]1[C:7]([N+:8]([O-:10])=[O:9])=[CH:6][CH:5]=[CH:4][C:3]=1[C:11]([C:13]1[C:21]2[CH:20]=[N:19][CH:18]=[N:17][C:16]=2[NH:15][CH:14]=1)=[O:12], predict the reactants needed to synthesize it. The reactants are: [F:1][C:2]1[C:7]([N+:8]([O-:10])=[O:9])=[CH:6][CH:5]=[CH:4][C:3]=1[CH:11]([C:13]1[C:21]2[CH:20]=[N:19][CH:18]=[N:17][C:16]=2[NH:15][CH:14]=1)[OH:12].C(=O)(O)[O-].[Na+].CC(OI1(OC(C)=O)(OC(C)=O)OC(=O)C2C=CC=CC1=2)=O.S([O-])([O-])(=O)=S.[Na+].[Na+]. (2) Given the product [O:12]=[C:1]1[O:9][C@H:4]([C@H:5]([CH2:6][OH:7])[OH:8])[C:3]([OH:10])=[C:2]1[OH:11], predict the reactants needed to synthesize it. The reactants are: [CH:1]1([OH:12])[CH:6]([OH:7])[CH:5]([OH:8])[CH:4]([OH:9])[CH:3]([OH:10])[CH:2]1[OH:11].O=C[C@@H]([C@H]([C@@H]([C@@H](C([O-])=O)O)O)O)O.C1(=O)O[C@H](CO)[C@@H](O)[C@H](O)[C@H]1O.C(O)[C@@H](O)[C@@H]1OC(=O)[C@H](O)[C@H]1O.O=C([O-])[C@H]([C@H]([C@@H]([C@H](CO)O)O)O)O. (3) Given the product [Br:8][C:4]1[CH:5]=[CH:6][CH:7]=[C:2]([C:26]2[CH:17]=[CH:18][C:19]3[C:20]([CH3:30])([CH3:29])[CH2:21][CH2:22][C:23]([CH3:28])([CH3:27])[C:24]=3[CH:25]=2)[N:3]=1, predict the reactants needed to synthesize it. The reactants are: Br[C:2]1[CH:7]=[CH:6][CH:5]=[C:4]([Br:8])[N:3]=1.CC1(C)C(C)(C)OB([C:17]2[CH:26]=[CH:25][C:24]3[C:23]([CH3:28])([CH3:27])[CH2:22][CH2:21][C:20]([CH3:30])([CH3:29])[C:19]=3[CH:18]=2)O1.